This data is from Full USPTO retrosynthesis dataset with 1.9M reactions from patents (1976-2016). The task is: Predict the reactants needed to synthesize the given product. (1) The reactants are: [N+:1]([C:4]([CH2:9][CH2:10][C:11]1[CH:16]=[CH:15][CH:14]=[CH:13][CH:12]=1)([CH2:7][OH:8])[CH2:5][OH:6])([O-:3])=[O:2].CO[C:19](OC)([CH3:21])[CH3:20].O.C1(C)C=CC(S(O)(=O)=O)=CC=1. Given the product [CH3:20][C:19]1([CH3:21])[O:8][CH2:7][C:4]([N+:1]([O-:3])=[O:2])([CH2:9][CH2:10][C:11]2[CH:12]=[CH:13][CH:14]=[CH:15][CH:16]=2)[CH2:5][O:6]1, predict the reactants needed to synthesize it. (2) Given the product [CH3:20][O:21][C:22]([C:24]1[CH:33]=[CH:32][C:31]2[C:26](=[CH:27][CH:28]=[C:29]([O:34][CH2:48][CH2:47][C:37]3[N:38]=[C:39]([C:41]4[CH:46]=[CH:45][CH:44]=[CH:43][CH:42]=4)[O:40][C:36]=3[CH3:35])[CH:30]=2)[CH:25]=1)=[O:23], predict the reactants needed to synthesize it. The reactants are: C1(P(C2C=CC=CC=2)C2C=CC=CC=2)C=CC=CC=1.[CH3:20][O:21][C:22]([C:24]1[CH:33]=[CH:32][C:31]2[C:26](=[CH:27][CH:28]=[C:29]([OH:34])[CH:30]=2)[CH:25]=1)=[O:23].[CH3:35][C:36]1[O:40][C:39]([C:41]2[CH:46]=[CH:45][CH:44]=[CH:43][CH:42]=2)=[N:38][C:37]=1[CH2:47][CH2:48]O.CCOC(/N=N/C(OCC)=O)=O. (3) Given the product [CH2:11]([O:13][C:14]([C:15]1[C:16]([CH3:17])=[N:10][N:9]([C:5]2[CH:6]=[CH:7][CH:8]=[C:3]([Br:2])[CH:4]=2)[C:19]=1[CH3:20])=[O:22])[CH3:12], predict the reactants needed to synthesize it. The reactants are: Cl.[Br:2][C:3]1[CH:4]=[C:5]([NH:9][NH2:10])[CH:6]=[CH:7][CH:8]=1.[CH2:11]([O:13][C:14](=[O:22])[CH:15]([C:19](=O)[CH3:20])[C:16](=O)[CH3:17])[CH3:12].N1C=CC=CC=1. (4) The reactants are: [CH3:1][C:2]1([CH3:17])[CH2:7][CH2:6][C:5]([C:8]2[CH:13]=[CH:12][CH:11]=[CH:10][C:9]=2[N+:14]([O-])=O)=[CH:4][CH2:3]1. Given the product [CH3:1][C:2]1([CH3:17])[CH2:7][CH2:6][CH:5]([C:8]2[CH:13]=[CH:12][CH:11]=[CH:10][C:9]=2[NH2:14])[CH2:4][CH2:3]1, predict the reactants needed to synthesize it. (5) Given the product [CH2:1]([N:3]1[C:7]([O:8][C:9]2[CH:10]=[CH:11][C:12]([O:15][CH3:16])=[CH:13][CH:14]=2)=[C:6]([CH:17]([C:19]2[CH:24]=[CH:23][CH:22]=[CH:21][CH:20]=2)[OH:18])[C:5]([CH3:25])=[N:4]1)[CH3:2], predict the reactants needed to synthesize it. The reactants are: [CH2:1]([N:3]1[C:7]([O:8][C:9]2[CH:14]=[CH:13][C:12]([O:15][CH3:16])=[CH:11][CH:10]=2)=[C:6]([C:17]([C:19]2[CH:24]=[CH:23][CH:22]=[CH:21][CH:20]=2)=[O:18])[C:5]([CH3:25])=[N:4]1)[CH3:2].[BH4-].[Na+].O. (6) Given the product [C:24]1([NH:23][C:2]2[CH:9]=[C:8]([N:10]3[C:18]4[CH2:17][C:16]([CH3:20])([CH3:19])[CH2:15][C:14](=[O:21])[C:13]=4[CH:12]=[C:11]3[CH3:22])[CH:7]=[CH:6][C:3]=2[C:4]([NH2:5])=[O:34])[CH:29]=[CH:28][CH:27]=[CH:26][CH:25]=1, predict the reactants needed to synthesize it. The reactants are: Br[C:2]1[CH:9]=[C:8]([N:10]2[C:18]3[CH2:17][C:16]([CH3:20])([CH3:19])[CH2:15][C:14](=[O:21])[C:13]=3[CH:12]=[C:11]2[CH3:22])[CH:7]=[CH:6][C:3]=1[C:4]#[N:5].[NH2:23][C:24]1[CH:29]=[CH:28][CH:27]=[CH:26][CH:25]=1.CC([O-:34])(C)C.[Na+]. (7) Given the product [CH2:26]([O:25][C:23]([C:22]1[C:13]([CH:14]([F:16])[F:15])=[N:11][N:34]([CH3:33])[C:21]=1[C:20]([F:30])([F:29])[F:19])=[O:24])[CH3:27], predict the reactants needed to synthesize it. The reactants are: B(F)(F)F.CCOCC.C[N:11]([C:13](F)(F)[CH:14]([F:16])[F:15])C.[F:19][C:20]([F:30])([F:29])[C:21](=O)[CH2:22][C:23]([O:25][CH2:26][CH3:27])=[O:24].[F-].[K+].[CH3:33][NH:34]N. (8) Given the product [CH2:4]([C:3]1[N:11]=[C:13]([NH2:14])[S:12][N:2]=1)[C:5]1[CH:10]=[CH:9][CH:8]=[CH:7][CH:6]=1, predict the reactants needed to synthesize it. The reactants are: Cl[NH:2][C:3](=[NH:11])[CH2:4][C:5]1[CH:10]=[CH:9][CH:8]=[CH:7][CH:6]=1.[S-:12][C:13]#[N:14].[K+]. (9) Given the product [Si:29]([O:4][CH:3]([C:5]1[CH:10]=[CH:9][CH:8]=[C:7]([Cl:11])[CH:6]=1)[C@@:2]([C:13]1[CH:14]=[CH:15][C:16]([Cl:19])=[CH:17][CH:18]=1)([NH2:1])[CH3:12])([C:25]([CH3:28])([CH3:27])[CH3:26])([CH3:32])[CH3:31], predict the reactants needed to synthesize it. The reactants are: [NH2:1][C@@:2]([C:13]1[CH:18]=[CH:17][C:16]([Cl:19])=[CH:15][CH:14]=1)([CH3:12])[CH:3]([C:5]1[CH:10]=[CH:9][CH:8]=[C:7]([Cl:11])[CH:6]=1)[OH:4].N1C=CN=C1.[C:25]([Si:29]([CH3:32])([CH3:31])Cl)([CH3:28])([CH3:27])[CH3:26].